This data is from Full USPTO retrosynthesis dataset with 1.9M reactions from patents (1976-2016). The task is: Predict the reactants needed to synthesize the given product. (1) Given the product [ClH:1].[NH2:22][C:23]1[CH:30]=[C:29]([NH:31][C:2]2[N:3]=[C:4]([N:12]3[CH2:17][CH2:16][CH2:15][C@@H:14]([NH:18][C:19](=[O:21])[CH3:20])[CH2:13]3)[C:5]3[N:11]=[CH:10][CH:9]=[CH:8][C:6]=3[N:7]=2)[CH:28]=[C:25]([C:26]#[N:27])[CH:24]=1, predict the reactants needed to synthesize it. The reactants are: [Cl:1][C:2]1[N:3]=[C:4]([N:12]2[CH2:17][CH2:16][CH2:15][C@@H:14]([NH:18][C:19](=[O:21])[CH3:20])[CH2:13]2)[C:5]2[N:11]=[CH:10][CH:9]=[CH:8][C:6]=2[N:7]=1.[NH2:22][C:23]1[CH:24]=[C:25]([CH:28]=[C:29]([NH2:31])[CH:30]=1)[C:26]#[N:27]. (2) Given the product [Cl:1][C:2]1[CH:11]=[C:10]2[C:5]([CH:6]=[C:7]([C:15]3[CH:20]=[C:19]([O:21][CH3:22])[CH:18]=[CH:17][C:16]=3[F:23])[C:8](=[O:26])[N:9]2[CH2:12][CH3:13])=[CH:4][N:3]=1, predict the reactants needed to synthesize it. The reactants are: [Cl:1][C:2]1[CH:11]=[C:10]2[C:5]([CH:6]=[C:7]([C:15]3[CH:20]=[C:19]([O:21][CH3:22])[CH:18]=[CH:17][C:16]=3[F:23])[C:8](=N)[N:9]2[CH2:12][CH3:13])=[CH:4][N:3]=1.CC(OC(C)=O)=[O:26]. (3) Given the product [Cl:29][C:17]1[C:18]([NH:20][C:21]2[CH:25]=[C:24]([CH:26]3[CH2:28][CH2:27]3)[NH:23][N:22]=2)=[N:19][C:14]([C:5]2[CH:9]=[CH:10][CH:11]=[CH:12][C:4]=2[CH:3]([OH:7])[CH:1]=[CH2:2])=[N:15][CH:16]=1, predict the reactants needed to synthesize it. The reactants are: [CH:1]([CH:3]1[O:7]B(O)[C:5]2[CH:9]=[CH:10][CH:11]=[CH:12][C:4]1=2)=[CH2:2].Br[C:14]1[N:19]=[C:18]([NH:20][C:21]2[CH:25]=[C:24]([CH:26]3[CH2:28][CH2:27]3)[NH:23][N:22]=2)[C:17]([Cl:29])=[CH:16][N:15]=1.C([O-])([O-])=O.[Na+].[Na+]. (4) Given the product [CH2:1]([NH:3][C:4](=[O:5])[NH:6][C:7]1[CH:12]=[CH:11][C:10]([C:13]2[N:14]=[C:15]([N:22]3[CH2:23][CH2:24][O:25][CH2:26][CH2:27]3)[C:16]3[CH2:21][N:20]([C:29]([O:31][CH3:32])=[O:30])[CH2:19][C:17]=3[N:18]=2)=[CH:9][CH:8]=1)[CH3:2], predict the reactants needed to synthesize it. The reactants are: [CH2:1]([NH:3][C:4]([NH:6][C:7]1[CH:12]=[CH:11][C:10]([C:13]2[N:14]=[C:15]([N:22]3[CH2:27][CH2:26][O:25][CH2:24][CH2:23]3)[C:16]3[CH2:21][NH:20][CH2:19][C:17]=3[N:18]=2)=[CH:9][CH:8]=1)=[O:5])[CH3:2].Cl[C:29]([O:31][CH3:32])=[O:30]. (5) Given the product [Cl:10][C:11]1[S:23][C:14]2[NH:15][C:16](=[O:22])[C:17]([C:20]#[N:21])=[C:18]([OH:19])[C:13]=2[C:12]=1[C:24]1[CH:33]=[CH:32][C:27]([CH2:28][OH:29])=[CH:26][CH:25]=1, predict the reactants needed to synthesize it. The reactants are: CC(C[AlH]CC(C)C)C.[Cl:10][C:11]1[S:23][C:14]2[NH:15][C:16](=[O:22])[C:17]([C:20]#[N:21])=[C:18]([OH:19])[C:13]=2[C:12]=1[C:24]1[CH:33]=[CH:32][C:27]([C:28](OC)=[O:29])=[CH:26][CH:25]=1.